From a dataset of Forward reaction prediction with 1.9M reactions from USPTO patents (1976-2016). Predict the product of the given reaction. (1) Given the reactants [CH3:1][C:2]1[C:6]2[CH:7]=[C:8]([OH:11])[CH:9]=[CH:10][C:5]=2[O:4][CH:3]=1, predict the reaction product. The product is: [CH3:1][CH:2]1[C:6]2[CH:7]=[C:8]([OH:11])[CH:9]=[CH:10][C:5]=2[O:4][CH2:3]1. (2) Given the reactants Br[C:2]1[CH:3]=[C:4]([NH:10][C:11]2[CH:24]=[C:14]3[CH2:15][N:16]([CH2:19][CH2:20][CH2:21][O:22][CH3:23])[CH2:17][CH2:18][N:13]3[N:12]=2)[C:5](=[O:9])[N:6]([CH3:8])[CH:7]=1.[C:25]([O:28][CH2:29][C:30]1[C:31]([N:45]2[CH2:56][CH2:55][N:54]3[C:47](=[CH:48][C:49]4[CH2:50][C:51]([CH3:58])([CH3:57])[CH2:52][C:53]=43)[C:46]2=[O:59])=[N:32][CH:33]=[CH:34][C:35]=1B1OC(C)(C)C(C)(C)O1)(=[O:27])[CH3:26].[O-]P([O-])([O-])=O.[K+].[K+].[K+].O.C([O-])(=O)C.[Na+], predict the reaction product. The product is: [C:25]([O:28][CH2:29][C:30]1[C:31]([N:45]2[CH2:56][CH2:55][N:54]3[C:47](=[CH:48][C:49]4[CH2:50][C:51]([CH3:58])([CH3:57])[CH2:52][C:53]=43)[C:46]2=[O:59])=[N:32][CH:33]=[CH:34][C:35]=1[C:2]1[CH:3]=[C:4]([NH:10][C:11]2[CH:24]=[C:14]3[CH2:15][N:16]([CH2:19][CH2:20][CH2:21][O:22][CH3:23])[CH2:17][CH2:18][N:13]3[N:12]=2)[C:5](=[O:9])[N:6]([CH3:8])[CH:7]=1)(=[O:27])[CH3:26]. (3) Given the reactants Cl[C:2]1[C:3]([NH2:9])=[N:4][CH:5]=[N:6][C:7]=1Cl.[NH2:10][CH:11]1[CH2:25][C:13]2([CH2:16][CH:15]([NH:17][C:18](=[O:24])OC(C)(C)C)[CH2:14]2)[CH2:12]1.[O:26]([C:33]1[CH:38]=[CH:37][C:36](B(O)O)=[CH:35][CH:34]=1)[C:27]1[CH:32]=[CH:31][CH:30]=[CH:29][CH:28]=1.[C:42](Cl)(=O)[CH:43]=C, predict the reaction product. The product is: [NH2:9][C:3]1[N:4]=[CH:5][N:6]=[C:7]([NH:10][CH:11]2[CH2:12][C:13]3([CH2:14][CH:15]([NH:17][C:18](=[O:24])[CH:42]=[CH2:43])[CH2:16]3)[CH2:25]2)[C:2]=1[C:30]1[CH:31]=[CH:32][C:27]([O:26][C:33]2[CH:38]=[CH:37][CH:36]=[CH:35][CH:34]=2)=[CH:28][CH:29]=1. (4) Given the reactants [OH:1][C@@H:2]([CH2:18][N:19]([C:24]1[CH:29]=[CH:28][C:27]([OH:30])=[CH:26][CH:25]=1)[CH2:20][CH:21]([CH3:23])[CH3:22])[CH2:3][O:4][C:5]1[C:17]2[C:16]3[C:11](=[CH:12][CH:13]=[CH:14][CH:15]=3)[NH:10][C:9]=2[CH:8]=[CH:7][CH:6]=1.Br[CH2:32][CH2:33][CH2:34][C:35]#[N:36].C(=O)([O-])[O-].[K+].[K+].[I-].[K+], predict the reaction product. The product is: [OH:1][C@@H:2]([CH2:18][N:19]([C:24]1[CH:29]=[CH:28][C:27]([O:30][CH2:32][CH2:33][CH2:34][C:35]#[N:36])=[CH:26][CH:25]=1)[CH2:20][CH:21]([CH3:23])[CH3:22])[CH2:3][O:4][C:5]1[C:17]2[C:16]3[C:11](=[CH:12][CH:13]=[CH:14][CH:15]=3)[NH:10][C:9]=2[CH:8]=[CH:7][CH:6]=1. (5) Given the reactants [F:1][C:2]1([F:13])[CH2:7][CH2:6][C:5]([O:8][Si](C)(C)C)=[CH:4][CH2:3]1, predict the reaction product. The product is: [F:1][C:2]1([F:13])[CH2:7][CH2:6][C:5](=[O:8])[CH:4]=[CH:3]1. (6) Given the reactants [CH2:1]([C:4]1[CH:12]=[CH:11][CH:10]=[CH:9][C:5]=1[C:6]([OH:8])=O)[CH:2]=[CH2:3].C(Cl)(=O)C(Cl)=O.C(Cl)Cl.[CH2:22]([O:25][C:26]1([CH3:55])[CH2:31][CH2:30][N:29]([C:32]2[N:37]3[N:38]=[C:39]([CH2:41][NH2:42])[CH:40]=[C:36]3[N:35]=[C:34]([CH3:43])[C:33]=2[C@H:44]([O:50][C:51]([CH3:54])([CH3:53])[CH3:52])[C:45]([O:47][CH2:48][CH3:49])=[O:46])[CH2:28][CH2:27]1)[CH:23]=[CH2:24].CCN(C(C)C)C(C)C, predict the reaction product. The product is: [CH2:1]([C:4]1[CH:12]=[CH:11][CH:10]=[CH:9][C:5]=1[C:6]([NH:42][CH2:41][C:39]1[CH:40]=[C:36]2[N:35]=[C:34]([CH3:43])[C:33]([C@H:44]([O:50][C:51]([CH3:54])([CH3:53])[CH3:52])[C:45]([O:47][CH2:48][CH3:49])=[O:46])=[C:32]([N:29]3[CH2:30][CH2:31][C:26]([O:25][CH2:22][CH:23]=[CH2:24])([CH3:55])[CH2:27][CH2:28]3)[N:37]2[N:38]=1)=[O:8])[CH:2]=[CH2:3]. (7) Given the reactants N1C=CC=CC=1C1C=CC=CN=1.[CH2:13]([O:15][C:16](=[O:21])[C:17](Br)(C)[CH3:18])C.[C:22]([O:27][CH3:28])(=[O:26])[C:23]([CH3:25])=[CH2:24], predict the reaction product. The product is: [C:16]([O:15][CH3:13])(=[O:21])[CH:17]=[CH2:18].[C:22]([O:27][CH3:28])(=[O:26])[C:23]([CH3:25])=[CH2:24].